From a dataset of Forward reaction prediction with 1.9M reactions from USPTO patents (1976-2016). Predict the product of the given reaction. (1) Given the reactants [CH3:1][O:2][CH2:3][CH2:4][CH:5]([NH2:7])[CH3:6].Cl[C:9]1[N:14]=[C:13]([C:15]2[CH:20]=[CH:19][N:18]=[C:17]([NH:21][C:22]3[CH:27]=[CH:26][CH:25]=[C:24]([F:28])[CH:23]=3)[CH:16]=2)[CH:12]=[CH:11][N:10]=1, predict the reaction product. The product is: [F:28][C:24]1[CH:23]=[C:22]([NH:21][C:17]2[CH:16]=[C:15]([C:13]3[CH:12]=[CH:11][N:10]=[C:9]([NH:7][CH:5]([CH3:6])[CH2:4][CH2:3][O:2][CH3:1])[N:14]=3)[CH:20]=[CH:19][N:18]=2)[CH:27]=[CH:26][CH:25]=1. (2) Given the reactants [Br:1][C:2]1[CH:3]=[CH:4][CH:5]=[C:6]2[C:11]=1[N:10]=[C:9](Cl)[CH:8]=[N:7]2.[CH3:13][O:14][C:15]1[CH:16]=[C:17](B(O)O)[CH:18]=[C:19]([O:23][CH3:24])[C:20]=1[O:21][CH3:22].C([O-])([O-])=O.[Na+].[Na+], predict the reaction product. The product is: [Br:1][C:2]1[CH:3]=[CH:4][CH:5]=[C:6]2[C:11]=1[N:10]=[C:9]([C:17]1[CH:18]=[C:19]([O:23][CH3:24])[C:20]([O:21][CH3:22])=[C:15]([O:14][CH3:13])[CH:16]=1)[CH:8]=[N:7]2. (3) Given the reactants Br[C:2]1[CH:19]=[CH:18][C:5]2[CH2:6][N:7]([C:11]([O:13][C:14]([CH3:17])([CH3:16])[CH3:15])=[O:12])[CH2:8][CH2:9][O:10][C:4]=2[CH:3]=1.[CH3:20][O:21][CH2:22][CH2:23][NH:24][CH2:25][CH2:26][O:27][CH3:28].CC(C)([O-])C.[Na+].O1CCOCC1, predict the reaction product. The product is: [CH3:20][O:21][CH2:22][CH2:23][N:24]([CH2:25][CH2:26][O:27][CH3:28])[C:2]1[CH:19]=[CH:18][C:5]2[CH2:6][N:7]([C:11]([O:13][C:14]([CH3:17])([CH3:16])[CH3:15])=[O:12])[CH2:8][CH2:9][O:10][C:4]=2[CH:3]=1. (4) Given the reactants Cl.[CH:2](=[O:12])[CH2:3][CH2:4][CH2:5][CH2:6][CH2:7][CH2:8][CH2:9]CC.[CH3:13][CH2:14][O:15][C:16]([CH2:18]Br)=[O:17].S(=O)(=O)(O)O, predict the reaction product. The product is: [CH2:14]([O:15][C:16](=[O:17])[CH2:18][CH:2]([OH:12])[CH2:3][CH2:4][CH2:5][CH2:6][CH2:7][CH2:8][CH3:9])[CH3:13].